Dataset: Reaction yield outcomes from USPTO patents with 853,638 reactions. Task: Predict the reaction yield, written as a fraction of the theoretical maximum amount of product (1.0 means a 100% yield; for example, 0.34 means a 34% yield). (1) The reactants are Cl[C:2]1[N:7]=[C:6]([N:8]2[CH2:13][CH2:12][O:11][CH2:10][CH2:9]2)[C:5]([N+:14]([O-:16])=[O:15])=[CH:4][CH:3]=1.C(N(CC)CC)C.[F:24][C:25]1[CH:32]=[CH:31][C:28]([CH2:29][NH2:30])=[CH:27][CH:26]=1.Cl. The catalyst is CC#N. The product is [F:24][C:25]1[CH:32]=[CH:31][C:28]([CH2:29][NH:30][C:2]2[CH:3]=[CH:4][C:5]([N+:14]([O-:16])=[O:15])=[C:6]([N:8]3[CH2:13][CH2:12][O:11][CH2:10][CH2:9]3)[N:7]=2)=[CH:27][CH:26]=1. The yield is 1.00. (2) The reactants are [NH2:1][C@H:2]([C:11]([OH:13])=[O:12])[CH2:3][C:4]1[CH:9]=[CH:8][C:7]([OH:10])=[CH:6][CH:5]=1. The catalyst is CN(C=O)C.[Pd]. The product is [NH2:1][C@H:2]([C:11]([OH:13])=[O:12])[CH2:3][C:4]1[CH:5]=[CH:6][C:7]([OH:10])=[CH:8][CH:9]=1.[C:7]1([OH:10])[CH:8]=[CH:9][CH:4]=[CH:5][CH:6]=1. The yield is 0.870. (3) The reactants are [C:1]([O:4][C@H:5]([CH3:22])[CH2:6][CH2:7][CH2:8][CH2:9][N:10]1[C:19](=[O:20])[C:18]2[NH:17][CH:16]=[N:15][C:14]=2[N:13]([CH3:21])[C:11]1=[O:12])(=[O:3])[CH3:2].C([O-])(=O)C.[Na+].[Br:28]Br. The catalyst is C(O)(=O)C. The product is [C:1]([O:4][C@H:5]([CH3:22])[CH2:6][CH2:7][CH2:8][CH2:9][N:10]1[C:19](=[O:20])[C:18]2[NH:17][C:16]([Br:28])=[N:15][C:14]=2[N:13]([CH3:21])[C:11]1=[O:12])(=[O:3])[CH3:2]. The yield is 0.750. (4) The yield is 0.100. The catalyst is CN(C=O)C. The reactants are [O:1]=[C:2]1[NH:7][CH:6]=[N:5][C:4]2[N:8]([C:11]3[CH:12]=[C:13]([CH2:17][C:18]([OH:20])=[O:19])[CH:14]=[CH:15][CH:16]=3)[N:9]=[CH:10][C:3]1=2.FC(F)(F)C(O)=O.FC1C=CC(N2C3N=CN(CC4(O)CCNCC4)C(=O)C=3C=N2)=CC=1.N(C1C=C(CC(OC)=O)C=CC=1)N.C(=O)([O-])[O-].[Cs+].[Cs+].[C:72]1([C:78]([N:80]2[CH2:87][CH2:86][C:83]3([O:85][CH2:84]3)[CH2:82][CH2:81]2)=[O:79])[CH:77]=[CH:76][CH:75]=[CH:74][CH:73]=1. The product is [C:78]([N:80]1[CH2:87][CH2:86][C:83]([CH2:84][N:7]2[C:2](=[O:1])[C:3]3[CH:10]=[N:9][N:8]([C:11]4[CH:12]=[C:13]([CH2:17][C:18]([OH:20])=[O:19])[CH:14]=[CH:15][CH:16]=4)[C:4]=3[N:5]=[CH:6]2)([OH:85])[CH2:82][CH2:81]1)(=[O:79])[C:72]1[CH:73]=[CH:74][CH:75]=[CH:76][CH:77]=1. (5) The reactants are [CH3:1][C:2]1([CH3:16])[CH2:7][O:6][C:5]2([CH2:14][CH2:13][CH2:12][C:11](=O)[CH2:10][CH2:9][CH2:8]2)[O:4][CH2:3]1.C[N:18]1[CH:23]=[C:22]([N+:24]([O-:26])=[O:25])[CH:21]=C([N+]([O-])=O)C1=O.N. The catalyst is CO. The product is [CH3:1][C:2]1([CH3:16])[CH2:7][O:6][C:5]2([CH2:14][CH2:13][CH2:12][C:11]3=[N:18][CH:23]=[C:22]([N+:24]([O-:26])=[O:25])[CH:21]=[C:10]3[CH2:9][CH2:8]2)[O:4][CH2:3]1. The yield is 0.925. (6) The reactants are [CH3:1][CH:2](O)[CH3:3].C1(P(C2C=CC=CC=2)C2C=CC=CC=2)C=CC=CC=1.N(C(OC(C)C)=O)=NC(OC(C)C)=O.[Br:38][C:39]1[CH:48]=[CH:47][C:42]([C:43]([O:45][CH3:46])=[O:44])=[CH:41][C:40]=1[OH:49]. The catalyst is O1CCCC1. The product is [Br:38][C:39]1[CH:48]=[CH:47][C:42]([C:43]([O:45][CH3:46])=[O:44])=[CH:41][C:40]=1[O:49][CH:2]([CH3:3])[CH3:1]. The yield is 0.940. (7) The reactants are [CH3:1][C:2]1[C:18](=O)[CH2:17][CH2:16][C@@:15]2([CH3:20])[C:3]=1[CH2:4][CH2:5][C@@H:6]1[C@@H:14]2[CH2:13][CH2:12][C@@:11]2([CH3:21])[C@H:7]1[CH2:8][CH2:9][C@@H:10]2[OH:22].[ClH:23].Cl.[NH2:25][CH2:26][CH2:27][O:28][NH2:29]. The catalyst is O1CCOCC1.O.[Cl-].[Na+].O. The product is [ClH:23].[NH2:25][CH2:26][CH2:27][O:28]/[N:29]=[C:18]1/[C:2]([CH3:1])=[C:3]2[C@:15]([CH3:20])([CH2:16][CH2:17]/1)[C@@H:14]1[C@H:6]([C@H:7]3[C@@:11]([CH2:12][CH2:13]1)([CH3:21])[C@@H:10]([OH:22])[CH2:9][CH2:8]3)[CH2:5][CH2:4]2. The yield is 0.740.